From a dataset of Experimentally validated miRNA-target interactions with 360,000+ pairs, plus equal number of negative samples. Binary Classification. Given a miRNA mature sequence and a target amino acid sequence, predict their likelihood of interaction. The miRNA is hsa-miR-1207-5p with sequence UGGCAGGGAGGCUGGGAGGGG. The protein sequence of the target gene is MAVRKKDGGPNVKYYEAADTVTQFDNVRLWLGKNYKKYIQAEPPTNKSLSSLVVQLLQFQEEVFGKHVSNAPLTKLPIKCFLDFKAGGSLCHILAAAYKFKSDQGWRRYDFQNPSRMDRNVEMFMTIEKSLVQNNCLSRPNIFLCPEIEPKLLGKLKDIIKRHQGTVTEDKNNASHVVYPVPGNLEEEEWVRPVMKRDKQVLLHWGYYPDSYDTWIPASEIEASVEDAPTPEKPRKVHAKWILDTDTFNEWMNEEDYEVNDDKNPVSRRKKISAKTLTDEVNSPDSDRRDKKGGNYKKRK.... Result: 0 (no interaction).